From a dataset of Full USPTO retrosynthesis dataset with 1.9M reactions from patents (1976-2016). Predict the reactants needed to synthesize the given product. Given the product [CH:17]([S:20][C:7]1[CH:15]=[CH:14][C:10]([C:11]([OH:13])=[O:12])=[CH:9][C:8]=1[CH3:16])([CH3:19])[CH3:18], predict the reactants needed to synthesize it. The reactants are: C([Li])CCC.Br[C:7]1[CH:15]=[CH:14][C:10]([C:11]([OH:13])=[O:12])=[CH:9][C:8]=1[CH3:16].[CH:17]([S:20]SCCC)([CH3:19])[CH3:18].Cl.